This data is from Full USPTO retrosynthesis dataset with 1.9M reactions from patents (1976-2016). The task is: Predict the reactants needed to synthesize the given product. (1) Given the product [Br:1][C:2]1[CH:3]=[C:4]([CH:5]2[C:14]3[NH:15][C:16]4[C:21]([C:13]=3[CH2:12][CH2:11][O:6]2)=[CH:20][CH:19]=[CH:18][CH:17]=4)[CH:7]=[CH:8][CH:9]=1, predict the reactants needed to synthesize it. The reactants are: [Br:1][C:2]1[CH:3]=[C:4]([CH:7]=[CH:8][CH:9]=1)[CH:5]=[O:6].O[CH2:11][CH2:12][C:13]1[C:21]2[C:16](=[CH:17][CH:18]=[CH:19][CH:20]=2)[NH:15][CH:14]=1.FC(F)(F)C(O)=O. (2) Given the product [F:1][C:2]1[C:3]([C:20]#[C:19][C:18]([O:21][CH2:22][CH3:23])([O:17][CH2:15][CH3:16])[O:24][CH2:25][CH3:26])=[C:4]([CH2:8][C:9]([O:11][CH2:12][CH3:13])=[O:10])[CH:5]=[CH:6][CH:7]=1, predict the reactants needed to synthesize it. The reactants are: [F:1][C:2]1[C:3](I)=[C:4]([CH2:8][C:9]([O:11][CH2:12][CH3:13])=[O:10])[CH:5]=[CH:6][CH:7]=1.[CH2:15]([O:17][C:18]([O:24][CH2:25][CH3:26])([O:21][CH2:22][CH3:23])[C:19]#[CH:20])[CH3:16]. (3) Given the product [CH:10]12[O:15][CH:13]([CH2:12][CH2:11]1)[CH2:14][N:8]([C:6]1[CH:5]=[C:4]([C:16]([F:19])([F:18])[F:17])[N:3]=[C:2]([C:28]3[CH:34]=[CH:33][C:31]([NH2:32])=[CH:30][CH:29]=3)[N:7]=1)[CH2:9]2, predict the reactants needed to synthesize it. The reactants are: Cl[C:2]1[N:7]=[C:6]([N:8]2[CH2:14][CH:13]3[O:15][CH:10]([CH2:11][CH2:12]3)[CH2:9]2)[CH:5]=[C:4]([C:16]([F:19])([F:18])[F:17])[N:3]=1.CC1(C)C(C)(C)OB([C:28]2[CH:34]=[CH:33][C:31]([NH2:32])=[CH:30][CH:29]=2)O1. (4) Given the product [CH:16]([O:14][C:10]1[C:8]2[CH:9]=[C:5]([C:3]([O:2][CH3:1])=[O:4])[O:6][C:7]=2[CH:13]=[CH:12][CH:11]=1)([CH3:18])[CH3:17], predict the reactants needed to synthesize it. The reactants are: [CH3:1][O:2][C:3]([C:5]1[O:6][C:7]2[CH:13]=[CH:12][CH:11]=[C:10]([OH:14])[C:8]=2[CH:9]=1)=[O:4].Br[CH:16]([CH3:18])[CH3:17].C(=O)([O-])[O-].[K+].[K+]. (5) Given the product [Cl:20][C:21]1[CH:22]=[CH:23][C:24]([C:27]2[CH:28]=[CH:29][C:30]([C:33]#[C:34][C:2]3[CH:3]=[CH:4][C:5]([O:12][CH2:13][CH2:14][N:15]4[CH2:19][CH2:18][CH2:17][CH2:16]4)=[C:6]([CH:11]=3)[C:7]([O:9][CH3:10])=[O:8])=[N:31][CH:32]=2)=[CH:25][CH:26]=1, predict the reactants needed to synthesize it. The reactants are: I[C:2]1[CH:3]=[CH:4][C:5]([O:12][CH2:13][CH2:14][N:15]2[CH2:19][CH2:18][CH2:17][CH2:16]2)=[C:6]([CH:11]=1)[C:7]([O:9][CH3:10])=[O:8].[Cl:20][C:21]1[CH:26]=[CH:25][C:24]([C:27]2[CH:28]=[CH:29][C:30]([C:33]#[CH:34])=[N:31][CH:32]=2)=[CH:23][CH:22]=1. (6) The reactants are: [H-].[Na+].[CH3:3][O:4][C:5]1[CH:10]=[CH:9][C:8]([N:11]2[CH2:15][C@H:14]([CH2:16][CH2:17][CH3:18])[NH:13][C:12]2=[O:19])=[CH:7][CH:6]=1.Cl[CH2:21][C:22]([NH:24][C:25]1[CH:30]=[C:29]([C:31]([F:34])([F:33])[F:32])[CH:28]=[CH:27][N:26]=1)=[O:23]. Given the product [CH3:3][O:4][C:5]1[CH:6]=[CH:7][C:8]([N:11]2[CH2:15][C@H:14]([CH2:16][CH2:17][CH3:18])[N:13]([CH2:21][C:22]([NH:24][C:25]3[CH:30]=[C:29]([C:31]([F:34])([F:32])[F:33])[CH:28]=[CH:27][N:26]=3)=[O:23])[C:12]2=[O:19])=[CH:9][CH:10]=1, predict the reactants needed to synthesize it. (7) Given the product [CH3:25][O:24][C:13]1[CH:12]=[C:11]([N:6]2[CH:7]=[CH:8][C:9]3[O:10][C:2]([C:32]4[CH:33]=[CH:34][C:29]([C:28]([F:39])([F:38])[F:27])=[CH:30][CH:31]=4)=[CH:3][C:4]=3[C:5]2=[O:26])[CH:23]=[CH:22][C:14]=1[O:15][CH2:16][C:17]1([C:20]#[N:21])[CH2:19][CH2:18]1, predict the reactants needed to synthesize it. The reactants are: Br[C:2]1[O:10][C:9]2[CH:8]=[CH:7][N:6]([C:11]3[CH:23]=[CH:22][C:14]([O:15][CH2:16][C:17]4([C:20]#[N:21])[CH2:19][CH2:18]4)=[C:13]([O:24][CH3:25])[CH:12]=3)[C:5](=[O:26])[C:4]=2[CH:3]=1.[F:27][C:28]([F:39])([F:38])[C:29]1[CH:34]=[CH:33][C:32](B(O)O)=[CH:31][CH:30]=1.C(=O)([O-])[O-].[K+].[K+].COCCOC. (8) Given the product [Cl:1][C:2]1[C:11]([O:12][CH2:13][C:14]2[CH:15]=[CH:16][C:17]([O:20][CH3:21])=[CH:18][CH:19]=2)=[C:10]([O:22][CH2:23][C:24]2[CH:25]=[CH:26][C:27]([O:30][CH3:31])=[CH:28][CH:29]=2)[CH:9]=[C:8]2[C:3]=1[C:4](=[O:36])[C:5]([CH2:34][N:37]1[CH2:41][CH2:40][CH2:39][CH2:38]1)=[CH:6][N:7]2[CH2:32][CH3:33], predict the reactants needed to synthesize it. The reactants are: [Cl:1][C:2]1[C:11]([O:12][CH2:13][C:14]2[CH:19]=[CH:18][C:17]([O:20][CH3:21])=[CH:16][CH:15]=2)=[C:10]([O:22][CH2:23][C:24]2[CH:29]=[CH:28][C:27]([O:30][CH3:31])=[CH:26][CH:25]=2)[CH:9]=[C:8]2[C:3]=1[C:4](=[O:36])[C:5]([CH:34]=O)=[CH:6][N:7]2[CH2:32][CH3:33].[NH:37]1[CH2:41][CH2:40][CH2:39][CH2:38]1.C(O[BH-](OC(=O)C)OC(=O)C)(=O)C.[Na+].C(Cl)Cl.